From a dataset of Full USPTO retrosynthesis dataset with 1.9M reactions from patents (1976-2016). Predict the reactants needed to synthesize the given product. Given the product [C:1]([O:4][C:5]1[CH:6]=[CH:10][C:11]([C:23](=[O:24])[NH:21][C:20]2[S:30][C:29]([NH:31][C:32]3[CH:33]=[CH:34][C:35]([O:38][CH3:39])=[CH:36][CH:37]=3)=[N:28][C:27]=2[C:40](=[O:41])[NH2:42])=[CH:12][CH:13]=1)(=[O:3])[CH3:2], predict the reactants needed to synthesize it. The reactants are: [C:1]([O:4][C:5]1[CH:13]=[CH:12][CH:11]=[CH:10][C:6]=1C(O)=O)(=[O:3])[CH3:2].C(Cl)(=O)C(Cl)=O.[CH3:20][N:21]([CH:23]=[O:24])C.NC1[S:30][C:29]([NH:31][C:32]2[CH:37]=[CH:36][C:35]([O:38][CH3:39])=[CH:34][CH:33]=2)=[N:28][C:27]=1[C:40]([NH2:42])=[O:41].